This data is from Forward reaction prediction with 1.9M reactions from USPTO patents (1976-2016). The task is: Predict the product of the given reaction. Given the reactants [F:1][C:2]1[CH:3]=[C:4]2[C:8](=[CH:9][CH:10]=1)[NH:7][CH:6]=[CH:5]2.[H-].[Na+].I[CH3:14], predict the reaction product. The product is: [F:1][C:2]1[CH:3]=[C:4]2[C:8](=[CH:9][CH:10]=1)[N:7]([CH3:14])[CH:6]=[CH:5]2.